From a dataset of Forward reaction prediction with 1.9M reactions from USPTO patents (1976-2016). Predict the product of the given reaction. (1) The product is: [CH2:13]([N:10]1[C:6]2=[N:7][C:8]([CH3:9])=[C:3]([CH2:2][NH:1][C:29]([C:28]3[C:23]([CH3:22])=[N:24][C:25]([C:32]([F:35])([F:33])[F:34])=[CH:26][CH:27]=3)=[O:30])[C:4]([NH:15][CH:16]3[CH2:17][CH2:18][O:19][CH2:20][CH2:21]3)=[C:5]2[CH:12]=[N:11]1)[CH3:14]. Given the reactants [NH2:1][CH2:2][C:3]1[C:8]([CH3:9])=[N:7][C:6]2[N:10]([CH2:13][CH3:14])[N:11]=[CH:12][C:5]=2[C:4]=1[NH:15][CH:16]1[CH2:21][CH2:20][O:19][CH2:18][CH2:17]1.[CH3:22][C:23]1[C:28]([C:29](O)=[O:30])=[CH:27][CH:26]=[C:25]([C:32]([F:35])([F:34])[F:33])[N:24]=1, predict the reaction product. (2) Given the reactants [OH:1][C:2]1[N:7]=[C:6]([C:8]([NH:10][CH2:11][CH:12]2[CH2:17][CH2:16][O:15][CH2:14][CH2:13]2)=[O:9])[C:5]([NH:18][C:19]([C:21]2[C:30]3[C:25](=[CH:26][CH:27]=[CH:28][CH:29]=3)[C:24]([CH2:31][N:32]3[CH:36]=[CH:35][N:34]=[N:33]3)=[CH:23][CH:22]=2)=[O:20])=[CH:4][CH:3]=1.Cl[CH2:38][CH2:39][O:40][CH2:41][CH2:42][OH:43], predict the reaction product. The product is: [O:15]1[CH2:14][CH2:13][CH:12]([CH2:11][NH:10][C:8]([C:6]2[C:5]([NH:18][C:19]([C:21]3[C:30]4[C:25](=[CH:26][CH:27]=[CH:28][CH:29]=4)[C:24]([CH2:31][N:32]4[CH:36]=[CH:35][N:34]=[N:33]4)=[CH:23][CH:22]=3)=[O:20])=[CH:4][CH:3]=[C:2]([O:1][CH2:38][CH2:39][O:40][CH2:41][CH2:42][OH:43])[N:7]=2)=[O:9])[CH2:17][CH2:16]1. (3) Given the reactants [NH2:1][C:2]1[CH:3]=[C:4]([S:8]([NH:11][CH2:12][CH2:13][OH:14])(=[O:10])=[O:9])[CH:5]=[CH:6][CH:7]=1.[Cl:15][C:16]1[CH:21]=[C:20]([Cl:22])[CH:19]=[C:18]([Cl:23])[C:17]=1Br.C([O-])([O-])=O.[K+].[K+].CC1(C)C2C(=C(P(C3C=CC=CC=3)C3C=CC=CC=3)C=CC=2)OC2C(P(C3C=CC=CC=3)C3C=CC=CC=3)=CC=CC1=2, predict the reaction product. The product is: [OH:14][CH2:13][CH2:12][NH:11][S:8]([C:4]1[CH:5]=[CH:6][CH:7]=[C:2]([NH:1][C:17]2[C:16]([Cl:15])=[CH:21][C:20]([Cl:22])=[CH:19][C:18]=2[Cl:23])[CH:3]=1)(=[O:10])=[O:9]. (4) Given the reactants [C:1]([C:3]1[CH:36]=[CH:35][C:6]([O:7][CH2:8][C:9]2[CH:32]=[CH:31][C:12]3[C:13]([CH2:16][CH2:17][CH:18]4[CH2:23][CH2:22][N:21]([C:24]([O:26][C:27]([CH3:30])([CH3:29])[CH3:28])=[O:25])[CH2:20][CH2:19]4)=[N:14][O:15][C:11]=3[C:10]=2[CH2:33]O)=[CH:5][CH:4]=1)#[N:2].CS(Cl)(=O)=O.[CH3:42][NH:43][CH3:44].[I-].[Na+].[Cl-].[Na+], predict the reaction product. The product is: [C:1]([C:3]1[CH:4]=[CH:5][C:6]([O:7][CH2:8][C:9]2[CH:32]=[CH:31][C:12]3[C:13]([CH2:16][CH2:17][CH:18]4[CH2:23][CH2:22][N:21]([C:24]([O:26][C:27]([CH3:29])([CH3:28])[CH3:30])=[O:25])[CH2:20][CH2:19]4)=[N:14][O:15][C:11]=3[C:10]=2[CH2:33][N:43]([CH3:44])[CH3:42])=[CH:35][CH:36]=1)#[N:2]. (5) The product is: [C:11]([N:7]1[C:8]2[C:4](=[CH:3][C:2]([Br:1])=[C:10]([S:17]([Cl:16])(=[O:19])=[O:18])[CH:9]=2)[C:5]([CH3:15])([CH3:14])[CH2:6]1)(=[O:13])[CH3:12]. Given the reactants [Br:1][C:2]1[CH:3]=[C:4]2[C:8](=[CH:9][CH:10]=1)[N:7]([C:11](=[O:13])[CH3:12])[CH2:6][C:5]2([CH3:15])[CH3:14].[Cl:16][S:17](O)(=[O:19])=[O:18], predict the reaction product.